Dataset: Catalyst prediction with 721,799 reactions and 888 catalyst types from USPTO. Task: Predict which catalyst facilitates the given reaction. Reactant: [F:1][C:2]1[CH:3]=[C:4]([NH:8][C:9](=[O:19])[CH2:10][N:11]2[CH:15]=[CH:14][C:13]([N+:16]([O-])=O)=[N:12]2)[CH:5]=[CH:6][CH:7]=1. Product: [NH2:16][C:13]1[CH:14]=[CH:15][N:11]([CH2:10][C:9]([NH:8][C:4]2[CH:5]=[CH:6][CH:7]=[C:2]([F:1])[CH:3]=2)=[O:19])[N:12]=1. The catalyst class is: 604.